Dataset: Full USPTO retrosynthesis dataset with 1.9M reactions from patents (1976-2016). Task: Predict the reactants needed to synthesize the given product. (1) Given the product [NH2:39][C:37]1[N:38]=[C:33]([C:9]2[CH:14]=[CH:13][N:12]=[C:11]3[NH:15][C:16]([CH:18]4[CH2:23][CH2:22][N:21]([C:24]([O:26][C:27]([CH3:30])([CH3:29])[CH3:28])=[O:25])[CH2:20][CH2:19]4)=[CH:17][C:10]=23)[CH:34]=[N:35][CH:36]=1, predict the reactants needed to synthesize it. The reactants are: CC1(C)C(C)(C)OB([C:9]2[CH:14]=[CH:13][N:12]=[C:11]3[NH:15][C:16]([CH:18]4[CH2:23][CH2:22][N:21]([C:24]([O:26][C:27]([CH3:30])([CH3:29])[CH3:28])=[O:25])[CH2:20][CH2:19]4)=[CH:17][C:10]=23)O1.Br[C:33]1[N:38]=[C:37]([NH2:39])[CH:36]=[N:35][CH:34]=1.C1(P(C2CCCCC2)C2CCCCC2)CCCCC1.C(=O)([O-])[O-].[Cs+].[Cs+]. (2) Given the product [Cl:13][C:14]1[CH:15]=[CH:16][C:17]2[CH2:23][CH2:22][NH:21][CH2:20][C@H:19]([CH3:24])[C:18]=2[CH:25]=1, predict the reactants needed to synthesize it. The reactants are: O.C(O)(=O)C1NC(=O)NC(=O)C=1.[Cl:13][C:14]1[CH:15]=[CH:16][C:17]2[CH2:23][CH2:22][NH:21][CH2:20][C@H:19]([CH3:24])[C:18]=2[CH:25]=1. (3) The reactants are: [F:1][C:2]([F:13])([F:12])[C:3]1[C:11]2[CH2:10][CH2:9][CH2:8][CH2:7][C:6]=2[NH:5][N:4]=1.C(=O)([O-])[O-].[K+].[K+].[N+:20]([C:23]1[CH:30]=[CH:29][C:26]([CH2:27]Cl)=[CH:25][CH:24]=1)([O-:22])=[O:21]. Given the product [N+:20]([C:23]1[CH:30]=[CH:29][C:26]([CH2:27][N:5]2[C:6]3[CH2:7][CH2:8][CH2:9][CH2:10][C:11]=3[C:3]([C:2]([F:1])([F:12])[F:13])=[N:4]2)=[CH:25][CH:24]=1)([O-:22])=[O:21], predict the reactants needed to synthesize it. (4) The reactants are: C([O:3][C:4]([C:6]1[C:10]2=[N:11][CH:12]=[CH:13][CH:14]=[C:9]2[N:8]([CH2:15][CH2:16][C:17]2[CH:22]=[CH:21][CH:20]=[CH:19][CH:18]=2)[CH:7]=1)=[O:5])C.[ClH:23]. Given the product [ClH:23].[CH2:15]([N:8]1[C:9]2[C:10](=[N:11][CH:12]=[CH:13][CH:14]=2)[C:6]([C:4]([OH:5])=[O:3])=[CH:7]1)[CH2:16][C:17]1[CH:18]=[CH:19][CH:20]=[CH:21][CH:22]=1, predict the reactants needed to synthesize it. (5) Given the product [O:1]1[CH:5]=[CH:4][CH:3]=[C:2]1[C:6]1[CH:7]=[CH:8][C:9]([C:10]([N:12]([CH2:16][C:17]2[CH:33]=[CH:32][CH:31]=[CH:30][C:18]=2[O:19][CH2:20][CH2:21][CH2:22][O:23][CH2:24][C:25]([OH:27])=[O:26])[CH:13]([CH3:14])[CH3:15])=[O:11])=[CH:34][CH:35]=1, predict the reactants needed to synthesize it. The reactants are: [O:1]1[CH:5]=[CH:4][CH:3]=[C:2]1[C:6]1[CH:35]=[CH:34][C:9]([C:10]([N:12]([CH2:16][C:17]2[CH:33]=[CH:32][CH:31]=[CH:30][C:18]=2[O:19][CH2:20][CH2:21][CH2:22][O:23][CH2:24][C:25]([O:27]CC)=[O:26])[CH:13]([CH3:15])[CH3:14])=[O:11])=[CH:8][CH:7]=1.O.[OH-].[Li+]. (6) Given the product [C:10]([NH:9][C:4]1[CH:3]=[CH:2][C:7]([CH:18]=[O:19])=[C:6]([CH3:8])[C:5]=1[CH3:24])(=[O:17])[C:11]1[CH:12]=[CH:13][CH:14]=[CH:15][CH:16]=1, predict the reactants needed to synthesize it. The reactants are: C[C:2]1[CH:3]=[C:4]([NH:9][C:10](=[O:17])[C:11]2[CH:16]=[CH:15][CH:14]=[CH:13][CH:12]=2)[CH:5]=[C:6]([CH3:8])[CH:7]=1.[CH3:18][O:19]C(Cl)Cl.O.[CH2:24](Cl)Cl.